Dataset: Full USPTO retrosynthesis dataset with 1.9M reactions from patents (1976-2016). Task: Predict the reactants needed to synthesize the given product. (1) The reactants are: [C:1]([C:4]1[CH:26]=[CH:25][C:24]([C:27]2[CH:28]=[N:29][C:30]([C:33]([F:36])([F:35])[F:34])=[N:31][CH:32]=2)=[CH:23][C:5]=1[CH2:6][NH:7][C:8]([C@@H:10]1[CH2:14][C@@H:13]([F:15])[CH2:12][N:11]1C(OC(C)(C)C)=O)=[O:9])(=[O:3])[NH2:2].Cl.O1CCOCC1.CCN(CC)CC.[F:51][C:52]1[CH:57]=[CH:56][C:55]([S:58](Cl)(=[O:60])=[O:59])=[CH:54][CH:53]=1. Given the product [C:1]([C:4]1[CH:26]=[CH:25][C:24]([C:27]2[CH:32]=[N:31][C:30]([C:33]([F:34])([F:36])[F:35])=[N:29][CH:28]=2)=[CH:23][C:5]=1[CH2:6][NH:7][C:8]([C@@H:10]1[CH2:14][C@@H:13]([F:15])[CH2:12][N:11]1[S:58]([C:55]1[CH:56]=[CH:57][C:52]([F:51])=[CH:53][CH:54]=1)(=[O:60])=[O:59])=[O:9])(=[O:3])[NH2:2], predict the reactants needed to synthesize it. (2) Given the product [N+:36]([C:39]1[CH:44]=[CH:43][CH:42]=[CH:41][C:40]=1[S:45]([N:9]1[CH2:10][CH2:11][C@@H:7]([C:1](=[O:6])[CH2:2][CH2:3][CH:4]=[CH2:5])[CH2:8]1)(=[O:47])=[O:46])([O-:38])=[O:37], predict the reactants needed to synthesize it. The reactants are: [C:1]([C@@H:7]1[CH2:11][CH2:10][N:9](C(OC(C)(C)C)=O)[CH2:8]1)(=[O:6])[CH2:2][CH2:3][CH:4]=[CH2:5].C(Cl)Cl.FC(F)(F)C(O)=O.C(N(CC)CC)C.[N+:36]([C:39]1[CH:44]=[CH:43][CH:42]=[CH:41][C:40]=1[S:45](Cl)(=[O:47])=[O:46])([O-:38])=[O:37]. (3) Given the product [NH2:1][C:2]1[C:3]([C:17]([OH:19])=[O:18])=[N:4][C:5]([C:9]2[C:14]([F:15])=[CH:13][CH:12]=[CH:11][C:10]=2[F:16])=[C:6]([F:8])[CH:7]=1, predict the reactants needed to synthesize it. The reactants are: [NH2:1][C:2]1[C:3]([C:17]([O:19]C)=[O:18])=[N:4][C:5]([C:9]2[C:14]([F:15])=[CH:13][CH:12]=[CH:11][C:10]=2[F:16])=[C:6]([F:8])[CH:7]=1.[Li+].[OH-]. (4) Given the product [OH:66][C:64]([C:63]([F:68])([F:67])[F:62])=[O:65].[Cl:1][C:2]1[N:7]([CH2:8][C:9]([NH:11][CH2:12][C:13]2[CH:18]=[CH:17][CH:16]=[CH:15][C:14]=2[C:19]2[N:20]=[CH:21][NH:22][CH:23]=2)=[O:10])[C:6](=[O:43])[C:5]([NH:44][CH2:45][C:46]([F:53])([F:54])[C:47]2[CH:52]=[CH:51][CH:50]=[CH:49][N:48]=2)=[N:4][CH:3]=1, predict the reactants needed to synthesize it. The reactants are: [Cl:1][C:2]1[N:7]([CH2:8][C:9]([NH:11][CH2:12][C:13]2[CH:18]=[CH:17][CH:16]=[CH:15][C:14]=2[C:19]2[N:20]=[CH:21][N:22](C(C3C=CC=CC=3)(C3C=CC=CC=3)C3C=CC=CC=3)[CH:23]=2)=[O:10])[C:6](=[O:43])[C:5]([NH:44][CH2:45][C:46]([F:54])([F:53])[C:47]2[CH:52]=[CH:51][CH:50]=[CH:49][N:48]=2)=[N:4][CH:3]=1.C([SiH](CC)CC)C.[F:62][C:63]([F:68])([F:67])[C:64]([OH:66])=[O:65].